Dataset: Peptide-MHC class I binding affinity with 185,985 pairs from IEDB/IMGT. Task: Regression. Given a peptide amino acid sequence and an MHC pseudo amino acid sequence, predict their binding affinity value. This is MHC class I binding data. (1) The peptide sequence is LQAVPGAAQ. The MHC is HLA-A02:02 with pseudo-sequence HLA-A02:02. The binding affinity (normalized) is 0.0818. (2) The peptide sequence is ATFEVFLAK. The MHC is HLA-B57:01 with pseudo-sequence HLA-B57:01. The binding affinity (normalized) is 0.0847.